From a dataset of Reaction yield outcomes from USPTO patents with 853,638 reactions. Predict the reaction yield, written as a fraction of the theoretical maximum amount of product (1.0 means a 100% yield; for example, 0.34 means a 34% yield). (1) The product is [C:13]([O:12][CH2:8][CH2:9][CH2:10][CH3:11])(=[O:16])/[CH:14]=[CH:15]/[C:2]1[CH:7]=[CH:6][CH:5]=[CH:4][CH:3]=1. The yield is 0.710. The reactants are I[C:2]1[CH:7]=[CH:6][CH:5]=[CH:4][CH:3]=1.[CH2:8]([O:12][C:13](=[O:16])[CH:14]=[CH2:15])[CH2:9][CH2:10][CH3:11].C(N(C(C)C)C(C)C)C.CN(C=O)C. The catalyst is C(OCC)(=O)C.[Pd]. (2) The catalyst is C(OCC)(=O)C.C1(C)C=CC=CC=1. The reactants are [CH2:1]([O:8][CH2:9][CH:10]=[O:11])[C:2]1[CH:7]=[CH:6][CH:5]=[CH:4][CH:3]=1.[CH2:12](O)[CH2:13][OH:14].O.C1(C)C=CC(S(O)(=O)=O)=CC=1.[OH-].[Na+]. The yield is 0.775. The product is [CH2:1]([O:8][CH2:9][CH:10]1[O:14][CH2:13][CH2:12][O:11]1)[C:2]1[CH:7]=[CH:6][CH:5]=[CH:4][CH:3]=1. (3) The reactants are [CH3:1][C:2]1[C:7]([CH3:8])=[CH:6][C:5]([CH3:9])=[C:4]([CH3:10])[C:3]=1[OH:11].[Br:12]Br. The catalyst is C(O)(=O)C. The product is [Br:12][C:6]1[C:5]([CH3:9])=[C:4]([CH3:10])[C:3]([OH:11])=[C:2]([CH3:1])[C:7]=1[CH3:8]. The yield is 0.660. (4) The reactants are CS(O[C@H:6]1[CH2:30][CH2:29][C@@:28]2([CH3:31])[C:8](=[CH:9][CH2:10][C@@H:11]3[C@@H:27]2[CH2:26][CH2:25][C@@:24]2([CH3:32])[C@H:12]3[CH2:13][CH2:14][C@@H:15]2[C@H:16]([CH3:23])[CH2:17][CH2:18][CH2:19][CH:20]([CH3:22])[CH3:21])[CH2:7]1)(=O)=O.[Si]([N:37]=[N+:38]=[N-:39])(C)(C)C.B(F)(F)F.CCOCC.C([O-])(O)=O.[Na+]. The catalyst is C(Cl)Cl. The product is [N:37]([C@H:6]1[CH2:30][CH2:29][C@@:28]2([CH3:31])[C:8](=[CH:9][CH2:10][C@@H:11]3[C@@H:27]2[CH2:26][CH2:25][C@@:24]2([CH3:32])[C@H:12]3[CH2:13][CH2:14][C@@H:15]2[C@H:16]([CH3:23])[CH2:17][CH2:18][CH2:19][CH:20]([CH3:22])[CH3:21])[CH2:7]1)=[N+:38]=[N-:39]. The yield is 0.941. (5) The reactants are [Cl:1][C:2]1[CH:28]=[CH:27][C:5]([CH2:6][NH:7][C:8]([NH:16][C:17]2[CH:22]=[CH:21][C:20]([O:23][CH:24]([CH3:26])[CH3:25])=[CH:19][CH:18]=2)=[N:9][C:10]([NH:12][CH:13]([CH3:15])[CH3:14])=[O:11])=[CH:4][CH:3]=1.[C:29](Cl)(Cl)=[S:30].C(=O)([O-])[O-].[K+].[K+].C(OCC)(=O)C. The catalyst is C1COCC1. The product is [Cl:1][C:2]1[CH:28]=[CH:27][C:5]([CH2:6][N:7]2[C:8](=[N:16][C:17]3[CH:18]=[CH:19][C:20]([O:23][CH:24]([CH3:26])[CH3:25])=[CH:21][CH:22]=3)[NH:9][C:10](=[O:11])[N:12]([CH:13]([CH3:15])[CH3:14])[C:29]2=[S:30])=[CH:4][CH:3]=1. The yield is 0.00100. (6) The reactants are [F:1][C:2]1[CH:7]=[CH:6][C:5]([C:8]2[C:13]([C:14]3[CH:19]=[CH:18][N:17]=[CH:16][CH:15]=3)=[C:12]([C:20]3[CH:25]=[CH:24][C:23]([F:26])=[CH:22][CH:21]=3)[N:11]=[C:10]3[O:27][C:28]([C:30]([OH:32])=O)=[CH:29][C:9]=23)=[CH:4][CH:3]=1.S(Cl)([Cl:35])=O. The catalyst is ClCC(Cl)C. The product is [F:1][C:2]1[CH:7]=[CH:6][C:5]([C:8]2[C:13]([C:14]3[CH:19]=[CH:18][N:17]=[CH:16][CH:15]=3)=[C:12]([C:20]3[CH:25]=[CH:24][C:23]([F:26])=[CH:22][CH:21]=3)[N:11]=[C:10]3[O:27][C:28]([C:30]([Cl:35])=[O:32])=[CH:29][C:9]=23)=[CH:4][CH:3]=1. The yield is 0.950.